This data is from Forward reaction prediction with 1.9M reactions from USPTO patents (1976-2016). The task is: Predict the product of the given reaction. (1) Given the reactants [CH2:1]([O:3][C:4]([C:6]1[CH:7]=[N:8][C:9]2[C:14]([C:15]=1OS(C(F)(F)F)(=O)=O)=[CH:13][CH:12]=[C:11]([C:24]([F:27])([F:26])[F:25])[CH:10]=2)=[O:5])[CH3:2].[C:28]([C:30]1[CH:35]=[CH:34][CH:33]=[CH:32][C:31]=1B(O)O)#[N:29].P([O-])([O-])([O-])=O.[K+].[K+].[K+], predict the reaction product. The product is: [CH2:1]([O:3][C:4]([C:6]1[CH:7]=[N:8][C:9]2[C:14]([C:15]=1[C:32]1[CH:33]=[CH:34][CH:35]=[C:30]([C:28]#[N:29])[CH:31]=1)=[CH:13][CH:12]=[C:11]([C:24]([F:27])([F:26])[F:25])[CH:10]=2)=[O:5])[CH3:2]. (2) Given the reactants Cl.[Cl:2][C:3]1[CH:21]=[CH:20][C:6]([CH2:7][S:8][C:9]2[N:14]=[C:13]([C:15](Cl)=[O:16])[CH:12]=[CH:11][C:10]=2[C:18]#[N:19])=[CH:5][CH:4]=1.[CH:22]([N:25](CC)C(C)C)(C)C, predict the reaction product. The product is: [Cl:2][C:3]1[CH:21]=[CH:20][C:6]([CH2:7][S:8][C:9]2[N:14]=[C:13]([C:15]([NH:25][CH3:22])=[O:16])[CH:12]=[CH:11][C:10]=2[C:18]#[N:19])=[CH:5][CH:4]=1. (3) The product is: [Si:1]([O:18][CH:19]1[CH2:20][N:21]([C:23]2[S:24][CH:25]=[C:26]([C:28]([N:33]3[CH2:38][CH2:37][CH2:36][CH2:35][CH2:34]3)=[O:30])[N:27]=2)[CH2:22]1)([C:14]([CH3:16])([CH3:15])[CH3:17])([C:8]1[CH:9]=[CH:10][CH:11]=[CH:12][CH:13]=1)[C:2]1[CH:3]=[CH:4][CH:5]=[CH:6][CH:7]=1. Given the reactants [Si:1]([O:18][CH:19]1[CH2:22][N:21]([C:23]2[S:24][CH:25]=[C:26]([C:28]([O:30]CC)=O)[N:27]=2)[CH2:20]1)([C:14]([CH3:17])([CH3:16])[CH3:15])([C:8]1[CH:13]=[CH:12][CH:11]=[CH:10][CH:9]=1)[C:2]1[CH:7]=[CH:6][CH:5]=[CH:4][CH:3]=1.[NH:33]1[CH2:38][CH2:37][CH2:36][CH2:35][CH2:34]1.C[Al](C)C.C(O)(=O)C.C(OCC)(=O)C, predict the reaction product. (4) Given the reactants [N:1]1[CH:2]=[CH:3][N:4]2[CH:9]=[C:8](B(O)O)[CH:7]=[CH:6][C:5]=12.[CH:13]([NH:26][C:27]1[C:36]2[C:31](=[CH:32][CH:33]=[CH:34][CH:35]=2)[N:30]=[C:29](C2SC3C=CC=CC=3C=2)[N:28]=1)(C1C=CC=CC=1)C1C=CC=CC=1.[CH2:46]1[CH2:51][CH2:50][CH2:49][CH2:48][CH2:47]1.CCO[C:55]([CH3:57])=[O:56], predict the reaction product. The product is: [N:1]1[CH:2]=[CH:3][N:4]2[CH:9]=[C:8]([C:29]3[N:28]=[C:27]([NH:26][CH2:13][C:55]([C:57]4[CH:9]=[CH:8][CH:7]=[CH:6][CH:5]=4)([C:46]4[CH:51]=[CH:50][CH:49]=[CH:48][CH:47]=4)[OH:56])[C:32]4[C:31](=[CH:36][CH:35]=[CH:34][CH:33]=4)[N:30]=3)[CH:7]=[CH:6][C:5]=12.